From a dataset of NCI-60 drug combinations with 297,098 pairs across 59 cell lines. Regression. Given two drug SMILES strings and cell line genomic features, predict the synergy score measuring deviation from expected non-interaction effect. (1) Drug 2: CC1CCCC2(C(O2)CC(NC(=O)CC(C(C(=O)C(C1O)C)(C)C)O)C(=CC3=CSC(=N3)C)C)C. Drug 1: CC1C(C(=O)NC(C(=O)N2CCCC2C(=O)N(CC(=O)N(C(C(=O)O1)C(C)C)C)C)C(C)C)NC(=O)C3=C4C(=C(C=C3)C)OC5=C(C(=O)C(=C(C5=N4)C(=O)NC6C(OC(=O)C(N(C(=O)CN(C(=O)C7CCCN7C(=O)C(NC6=O)C(C)C)C)C)C(C)C)C)N)C. Synergy scores: CSS=37.2, Synergy_ZIP=-1.60, Synergy_Bliss=-1.89, Synergy_Loewe=-8.79, Synergy_HSA=-0.786. Cell line: A498. (2) Drug 1: CS(=O)(=O)CCNCC1=CC=C(O1)C2=CC3=C(C=C2)N=CN=C3NC4=CC(=C(C=C4)OCC5=CC(=CC=C5)F)Cl. Drug 2: C(CN)CNCCSP(=O)(O)O. Cell line: OVCAR-5. Synergy scores: CSS=-2.18, Synergy_ZIP=0.285, Synergy_Bliss=-1.62, Synergy_Loewe=-6.54, Synergy_HSA=-3.81. (3) Drug 1: CN1CCC(CC1)COC2=C(C=C3C(=C2)N=CN=C3NC4=C(C=C(C=C4)Br)F)OC. Drug 2: CC1=C(N=C(N=C1N)C(CC(=O)N)NCC(C(=O)N)N)C(=O)NC(C(C2=CN=CN2)OC3C(C(C(C(O3)CO)O)O)OC4C(C(C(C(O4)CO)O)OC(=O)N)O)C(=O)NC(C)C(C(C)C(=O)NC(C(C)O)C(=O)NCCC5=NC(=CS5)C6=NC(=CS6)C(=O)NCCC[S+](C)C)O. Cell line: DU-145. Synergy scores: CSS=11.5, Synergy_ZIP=-8.09, Synergy_Bliss=-5.95, Synergy_Loewe=-5.60, Synergy_HSA=-4.27. (4) Cell line: HOP-92. Drug 1: CC1OCC2C(O1)C(C(C(O2)OC3C4COC(=O)C4C(C5=CC6=C(C=C35)OCO6)C7=CC(=C(C(=C7)OC)O)OC)O)O. Drug 2: COCCOC1=C(C=C2C(=C1)C(=NC=N2)NC3=CC=CC(=C3)C#C)OCCOC.Cl. Synergy scores: CSS=35.6, Synergy_ZIP=-8.61, Synergy_Bliss=-2.95, Synergy_Loewe=-1.73, Synergy_HSA=-0.930.